From a dataset of Catalyst prediction with 721,799 reactions and 888 catalyst types from USPTO. Predict which catalyst facilitates the given reaction. (1) Reactant: [Cl:1][C:2]1[CH:24]=[CH:23][C:5]([CH2:6][NH:7][C:8]([C:10]2[CH:19]=[CH:18][C:13]([C:14]([O:16]C)=O)=[C:12]([N:20]=[C:21]=[S:22])[CH:11]=2)=[O:9])=[CH:4][CH:3]=1.[NH2:25][C:26]1[C:31]([C:32]([OH:34])=[O:33])=[CH:30][CH:29]=[CH:28][N:27]=1. Product: [Cl:1][C:2]1[CH:3]=[CH:4][C:5]([CH2:6][NH:7][C:8]([C:10]2[CH:11]=[C:12]3[C:13]([C:14](=[O:16])[N:25]([C:26]4[C:31]([C:32]([OH:34])=[O:33])=[CH:30][CH:29]=[CH:28][N:27]=4)[C:21](=[S:22])[NH:20]3)=[CH:18][CH:19]=2)=[O:9])=[CH:23][CH:24]=1. The catalyst class is: 623. (2) Reactant: [Li+].[OH-].[NH:3]1[C:7]2[CH:8]=[CH:9][CH:10]=[CH:11][C:6]=2[N:5]=[C:4]1[NH:12][CH2:13][CH2:14][O:15][C:16]1[CH:38]=[CH:37][C:19]([CH2:20][C@@H:21]([C:33]([O:35]C)=[O:34])[NH:22][C:23](=[O:32])[C:24]2[C:29]([Cl:30])=[CH:28][CH:27]=[CH:26][C:25]=2[Cl:31])=[CH:18][CH:17]=1. Product: [NH:3]1[C:7]2[CH:8]=[CH:9][CH:10]=[CH:11][C:6]=2[N:5]=[C:4]1[NH:12][CH2:13][CH2:14][O:15][C:16]1[CH:17]=[CH:18][C:19]([CH2:20][C@@H:21]([C:33]([OH:35])=[O:34])[NH:22][C:23](=[O:32])[C:24]2[C:29]([Cl:30])=[CH:28][CH:27]=[CH:26][C:25]=2[Cl:31])=[CH:37][CH:38]=1. The catalyst class is: 24. (3) Reactant: [N:1]1[NH:2][N:3]=[C:4]([CH2:6][O:7][C:8]2[CH:9]=[CH:10][C:11]([N:14]3[CH:18]=[N:17][N:16]=[N:15]3)=[N:12][CH:13]=2)[CH:5]=1.[CH:19]1([C:22]2[N:26]=[C:25](C3CCC(O)CC3)[O:24][N:23]=2)[CH2:21][CH2:20]1.[C:34]1(P([C:36]2[CH:37]=[CH:38]C=[CH:34][CH:35]=2)[C:36]2[CH:37]=[CH:38]C=[CH:34][CH:35]=2)C=[CH:38][CH:37]=[CH:36][CH:35]=1.CC(OC(/[N:59]=N/C(OC(C)C)=O)=O)C. Product: [CH:19]1([C:22]2[N:26]=[C:25]([N:59]3[CH2:38][CH2:37][CH:36]([N:2]4[N:3]=[C:4]([CH2:6][O:7][C:8]5[CH:9]=[CH:10][C:11]([N:14]6[CH:18]=[N:17][N:16]=[N:15]6)=[N:12][CH:13]=5)[CH:5]=[N:1]4)[CH2:35][CH2:34]3)[O:24][N:23]=2)[CH2:20][CH2:21]1. The catalyst class is: 1. (4) Reactant: [F:1][C:2]1[CH:7]=[CH:6][C:5]([C:8]2[C:9]3[N:10]([N:15]=[C:16]([NH2:18])[N:17]=3)[CH:11]=[C:12]([CH3:14])[CH:13]=2)=[C:4]([CH3:19])[CH:3]=1.Br[C:21]1[CH:26]=[CH:25][C:24]([N:27]2[CH:31]=[C:30]([CH3:32])[N:29]=[CH:28]2)=[C:23]([O:33][CH3:34])[CH:22]=1.C(Cl)Cl. Product: [F:1][C:2]1[CH:7]=[CH:6][C:5]([C:8]2[C:9]3[N:10]([N:15]=[C:16]([NH:18][C:21]4[CH:26]=[CH:25][C:24]([N:27]5[CH:31]=[C:30]([CH3:32])[N:29]=[CH:28]5)=[C:23]([O:33][CH3:34])[CH:22]=4)[N:17]=3)[CH:11]=[C:12]([CH3:14])[CH:13]=2)=[C:4]([CH3:19])[CH:3]=1. The catalyst class is: 61.